From a dataset of Experimentally validated miRNA-target interactions with 360,000+ pairs, plus equal number of negative samples. Binary Classification. Given a miRNA mature sequence and a target amino acid sequence, predict their likelihood of interaction. (1) The miRNA is hsa-miR-5690 with sequence UCAGCUACUACCUCUAUUAGG. Result: 0 (no interaction). The protein sequence of the target gene is MTCPRNVTPNSYAEPLAAPGGGERYNRNAGMYMQSGSDFNCGVMRGCGLAPSLSKRDEGGSPNLALNTYPSYLSQLDSWGDPKAAYRLEQPVGRPLSSCSYPPSVKEENVCCMYSAEKRAKSGPEAALYSHPLPESCLGEHEVPVPSYYRASPSYSALDKTPHCAGANEFEAPFEQRASLNPRTEHLESPQLGGKVSFPETPKSDSQTPSPNEIKTEQSLAGPKASPSESEKERAKTADSSPDTSDNEAKEEIKAENTTGNWLTAKSGRKKRCPYTKHQTLELEKEFLFNMYLTRERRLE.... (2) The miRNA is hsa-miR-204-5p with sequence UUCCCUUUGUCAUCCUAUGCCU. The protein sequence of the target gene is MEVRKLSISWQFLIVLVLILQILSALDFDPYRVLGVSRTASQADIKKAYKKLAREWHPDKNKDPGAEDKFIQISKAYEILSNEEKRSNYDQYGDAGENQGYQKQQQQREYRFRHFHENFYFDESFFHFPFNSERRDSIDEKYLLHFSHYVNEVVPDSFKKPYLIKITSDWCFSCIHIEPVWKEVIQELEELGVGIGVVHAGYERRLAHHLGAHSTPSILGIINGKISFFHNAVVRENLRQFVESLLPGNLVEKVTNKNYVRFLSGWQQENKPHVLLFDQTPIVPLLYKLTAFAYKDYLSF.... Result: 1 (interaction).